From a dataset of Catalyst prediction with 721,799 reactions and 888 catalyst types from USPTO. Predict which catalyst facilitates the given reaction. (1) Reactant: [CH3:1][C:2]1[CH:6]=[C:5]([CH2:7][C:8]([O:10][CH2:11][CH3:12])=[O:9])[O:4][N:3]=1.Br[CH2:14][CH2:15]Br.[OH-].[Na+]. Product: [CH3:1][C:2]1[CH:6]=[C:5]([C:7]2([C:8]([O:10][CH2:11][CH3:12])=[O:9])[CH2:15][CH2:14]2)[O:4][N:3]=1. The catalyst class is: 93. (2) Reactant: [NH2:1][C:2]1[C:10]([NH2:11])=[C:9]([O:12][CH3:13])[CH:8]=[CH:7][C:3]=1[C:4]([OH:6])=[O:5].COC(C1C2N=C(N)[NH:23][C:22]=2C=CC=1)=O.BrC#N. Product: [NH2:23][C:22]1[NH:11][C:10]2[C:9]([O:12][CH3:13])=[CH:8][CH:7]=[C:3]([C:4]([OH:6])=[O:5])[C:2]=2[N:1]=1. The catalyst class is: 5. (3) Reactant: [Br:1][C:2]1[CH:3]=[CH:4][CH:5]=[C:6]2[C:28]=1[C:9]1([CH2:14][CH2:13][N:12]([C:15]([NH:17][CH:18]3[CH:25]4[CH2:26][CH:21]5[CH2:22][CH:23]([CH2:27][CH:19]3[CH2:20]5)[CH2:24]4)=[O:16])[CH2:11][CH2:10]1)[CH2:8][CH:7]2[CH2:29][CH2:30][OH:31].CCN(CC)CC.[S:39](Cl)([C:42]1[CH:48]=[CH:47][C:45]([CH3:46])=[CH:44][CH:43]=1)(=[O:41])=[O:40]. Product: [Br:1][C:2]1[CH:3]=[CH:4][CH:5]=[C:6]2[C:28]=1[C:9]1([CH2:10][CH2:11][N:12]([C:15]([NH:17][CH:18]3[CH:25]4[CH2:26][CH:21]5[CH2:22][CH:23]([CH2:27][CH:19]3[CH2:20]5)[CH2:24]4)=[O:16])[CH2:13][CH2:14]1)[CH2:8][CH:7]2[CH2:29][CH2:30][O:31][S:39]([C:42]1[CH:48]=[CH:47][C:45]([CH3:46])=[CH:44][CH:43]=1)(=[O:41])=[O:40]. The catalyst class is: 2. (4) Product: [Br:15][C:8]1[CH:9]=[C:4]([C:2](=[O:3])[CH3:1])[CH:5]=[C:6]([C:11]([F:12])([F:13])[F:14])[C:7]=1[OH:10]. The catalyst class is: 10. Reactant: [CH3:1][C:2]([C:4]1[CH:9]=[CH:8][C:7]([OH:10])=[C:6]([C:11]([F:14])([F:13])[F:12])[CH:5]=1)=[O:3].[Br:15]N1C(=O)CCC1=O. (5) Reactant: B(Cl)(C1(C)CC2C(C)(C)C(C2)C1)C1(C)CC2C(C)(C)C(C2)C1.[Br:23][C:24]1[CH:29]=[CH:28][C:27]([C:30](=[O:36])[CH2:31][CH2:32][CH2:33][CH2:34][CH3:35])=[CH:26][CH:25]=1.N(CCO)CCO.C(N(CC)CC)C. Product: [Br:23][C:24]1[CH:25]=[CH:26][C:27]([C@@H:30]([OH:36])[CH2:31][CH2:32][CH2:33][CH2:34][CH3:35])=[CH:28][CH:29]=1. The catalyst class is: 116.